Dataset: Catalyst prediction with 721,799 reactions and 888 catalyst types from USPTO. Task: Predict which catalyst facilitates the given reaction. (1) Reactant: [Cl:1][C:2]1[C:14]([O:15][C:16]2[N:20]([CH3:21])[N:19]=[C:18]([CH3:22])[C:17]=2[CH3:23])=[CH:13][C:5]([O:6][C@@H:7]([CH3:12])[C:8]([O:10][CH3:11])=[O:9])=[C:4]([CH:24]=O)[CH:3]=1.Cl.[CH2:27]([O:34][NH2:35])[C:28]1[CH:33]=[CH:32][CH:31]=[CH:30][CH:29]=1. Product: [CH2:27]([O:34]/[N:35]=[CH:24]/[C:4]1[CH:3]=[C:2]([Cl:1])[C:14]([O:15][C:16]2[N:20]([CH3:21])[N:19]=[C:18]([CH3:22])[C:17]=2[CH3:23])=[CH:13][C:5]=1[O:6][C@@H:7]([CH3:12])[C:8]([O:10][CH3:11])=[O:9])[C:28]1[CH:33]=[CH:32][CH:31]=[CH:30][CH:29]=1. The catalyst class is: 5. (2) Reactant: [CH:1]1([C:7]2[C:8]3[CH:9]=[CH:10][C:11]([C:39](O)=[O:40])=[CH:12][C:13]=3[N:14]3[CH2:20][C:19]([C:21]([N:23]4[CH2:28][CH2:27][CH:26]([N:29]5[CH2:34][CH2:33][O:32][CH2:31][CH2:30]5)[CH2:25][CH2:24]4)=[O:22])=[CH:18][C:17]4[CH:35]=[CH:36][CH:37]=[CH:38][C:16]=4[C:15]=23)[CH2:6][CH2:5][CH2:4][CH2:3][CH2:2]1.C(N(CC)C(C)C)(C)C.[NH2:51][CH2:52][C:53]1[CH:58]=[CH:57][CH:56]=[CH:55][N:54]=1.Cl.CN(C)CCCN=C=NCC.ON1C2C=CC=CC=2N=N1. Product: [CH:1]1([C:7]2[C:8]3[CH:9]=[CH:10][C:11]([C:39]([NH:51][CH2:52][C:53]4[CH:58]=[CH:57][CH:56]=[CH:55][N:54]=4)=[O:40])=[CH:12][C:13]=3[N:14]3[CH2:20][C:19]([C:21]([N:23]4[CH2:28][CH2:27][CH:26]([N:29]5[CH2:34][CH2:33][O:32][CH2:31][CH2:30]5)[CH2:25][CH2:24]4)=[O:22])=[CH:18][C:17]4[CH:35]=[CH:36][CH:37]=[CH:38][C:16]=4[C:15]=23)[CH2:6][CH2:5][CH2:4][CH2:3][CH2:2]1. The catalyst class is: 2. (3) Reactant: [CH2:1]([Li])[CH2:2]CC.[Br:6][C:7]1[CH:8]=[N:9][CH:10]=[C:11]([CH:14]=1)C=O. Product: [Br:6][C:7]1[CH:8]=[N:9][CH:10]=[CH:11][C:14]=1[CH:1]=[CH2:2]. The catalyst class is: 307. (4) Reactant: [Br:1][C:2]1[CH:10]=[C:9]([OH:11])[CH:8]=[C:7]2[C:3]=1[CH2:4][NH:5][C:6]2=[O:12].C([O-])([O-])=O.[Cs+].[Cs+].Br[CH2:20][C:21]([O:23][C:24]([CH3:27])([CH3:26])[CH3:25])=[O:22]. Product: [Br:1][C:2]1[CH:10]=[C:9]([O:11][CH2:20][C:21]([O:23][C:24]([CH3:27])([CH3:26])[CH3:25])=[O:22])[CH:8]=[C:7]2[C:3]=1[CH2:4][NH:5][C:6]2=[O:12]. The catalyst class is: 18. (5) Product: [CH:14]1([N:11]2[CH2:12][CH2:13][N:8]([C:5]3[CH:4]=[CH:3][C:2]([OH:1])=[CH:7][CH:6]=3)[CH2:9][CH2:10]2)[CH2:18][CH2:17][CH2:16][CH2:15]1. Reactant: [OH:1][C:2]1[CH:7]=[CH:6][C:5]([N:8]2[CH2:13][CH2:12][NH:11][CH2:10][CH2:9]2)=[CH:4][CH:3]=1.[C:14]1(=O)[CH2:18][CH2:17][CH2:16][CH2:15]1.C(O)(=O)C.[BH3-]C#N.[Na+]. The catalyst class is: 20. (6) Reactant: [N+:1]([C:4]1[CH:5]=[C:6]([CH:10]([CH3:14])C(O)=O)[CH:7]=[CH:8][CH:9]=1)([O-:3])=[O:2].S(Cl)(Cl)=[O:16].NC1C=[CH:26][C:23]([C:24]#[N:25])=[CH:22]C=1.CC[N:30]([CH:34]([CH3:36])[CH3:35])[CH:31](C)C. Product: [C:24]([C:23]1[CH:26]=[CH:35][C:34]([NH:30][C:31](=[O:16])[CH2:14][CH2:10][C:6]2[CH:7]=[CH:8][CH:9]=[C:4]([N+:1]([O-:3])=[O:2])[CH:5]=2)=[CH:36][CH:22]=1)#[N:25]. The catalyst class is: 133. (7) Reactant: C[O:2][C:3]([C@H:5]1[CH2:10][N:9]([C:11](=[O:24])[C@@H:12]([NH:16][C:17]([O:19][C:20]([CH3:23])([CH3:22])[CH3:21])=[O:18])[CH:13]([CH3:15])[CH3:14])[CH2:8][CH2:7][N:6]1[CH2:25][C:26]1[CH:31]=[CH:30][C:29]([Cl:32])=[CH:28][CH:27]=1)=[O:4].[Li+].[OH-].O.Cl. Product: [C:20]([O:19][C:17]([NH:16][C@@H:12]([CH:13]([CH3:15])[CH3:14])[C:11]([N:9]1[CH2:8][CH2:7][N:6]([CH2:25][C:26]2[CH:27]=[CH:28][C:29]([Cl:32])=[CH:30][CH:31]=2)[C@@H:5]([C:3]([OH:4])=[O:2])[CH2:10]1)=[O:24])=[O:18])([CH3:23])([CH3:22])[CH3:21]. The catalyst class is: 87.